The task is: Regression. Given a peptide amino acid sequence and an MHC pseudo amino acid sequence, predict their binding affinity value. This is MHC class II binding data.. This data is from Peptide-MHC class II binding affinity with 134,281 pairs from IEDB. (1) The peptide sequence is YEYKVQQAMSNLVLG. The binding affinity (normalized) is 0.178. The MHC is DRB1_1501 with pseudo-sequence DRB1_1501. (2) The MHC is DRB3_0101 with pseudo-sequence DRB3_0101. The peptide sequence is GELQIVDKIDAHFKI. The binding affinity (normalized) is 0.647. (3) The peptide sequence is LLKEFTVSGNILTIRLTAA. The MHC is DRB1_0802 with pseudo-sequence DRB1_0802. The binding affinity (normalized) is 0.0420. (4) The peptide sequence is HLFKTTVNSLISDQL. The MHC is DRB1_0802 with pseudo-sequence DRB1_0802. The binding affinity (normalized) is 0.455.